This data is from Peptide-MHC class I binding affinity with 185,985 pairs from IEDB/IMGT. The task is: Regression. Given a peptide amino acid sequence and an MHC pseudo amino acid sequence, predict their binding affinity value. This is MHC class I binding data. The peptide sequence is LTDAFHGYH. The MHC is HLA-B08:02 with pseudo-sequence HLA-B08:02. The binding affinity (normalized) is 0.0847.